Dataset: Peptide-MHC class II binding affinity with 134,281 pairs from IEDB. Task: Regression. Given a peptide amino acid sequence and an MHC pseudo amino acid sequence, predict their binding affinity value. This is MHC class II binding data. (1) The peptide sequence is GELCIVDKIDAAFKI. The MHC is DRB1_1302 with pseudo-sequence DRB1_1302. The binding affinity (normalized) is 0.450. (2) The peptide sequence is APLGAWLGTLIG. The MHC is H-2-IAs with pseudo-sequence H-2-IAs. The binding affinity (normalized) is 0. (3) The peptide sequence is AIVYYSMYGHIKKMA. The MHC is DRB1_0101 with pseudo-sequence DRB1_0101. The binding affinity (normalized) is 0.848. (4) The peptide sequence is EHGSDEWVAMTKGEGGVWTF. The MHC is DRB5_0101 with pseudo-sequence DRB5_0101. The binding affinity (normalized) is 0.246.